Dataset: Peptide-MHC class I binding affinity with 185,985 pairs from IEDB/IMGT. Task: Regression. Given a peptide amino acid sequence and an MHC pseudo amino acid sequence, predict their binding affinity value. This is MHC class I binding data. (1) The peptide sequence is RAEIIRMMEGA. The MHC is HLA-A02:06 with pseudo-sequence HLA-A02:06. The binding affinity (normalized) is 0. (2) The peptide sequence is LSSWKNLM. The MHC is Mamu-A02 with pseudo-sequence Mamu-A02. The binding affinity (normalized) is 1.00. (3) The peptide sequence is LVLSVNPYV. The MHC is HLA-A02:01 with pseudo-sequence HLA-A02:01. The binding affinity (normalized) is 0.983.